Task: Predict the reactants needed to synthesize the given product.. Dataset: Full USPTO retrosynthesis dataset with 1.9M reactions from patents (1976-2016) (1) Given the product [CH2:33]([N:31]([CH2:30][C:25]1[CH:24]=[C:23]([C:21]2[O:20][N:19]=[C:18]([C:16]3[CH:15]=[C:14]([CH3:35])[C:13]([O:36][CH2:8][CH2:7][CH2:6][CH2:5][OH:4])=[C:12]([CH3:10])[CH:17]=3)[N:22]=2)[CH:28]=[C:27]([CH3:29])[CH:26]=1)[CH3:32])[CH3:34], predict the reactants needed to synthesize it. The reactants are: C([O:4][CH2:5][CH2:6][CH2:7][CH2:8]Br)(=O)C.[CH2:10]([C:12]1[CH:17]=[C:16]([C:18]2[N:22]=[C:21]([C:23]3[CH:28]=[C:27]([CH3:29])[CH:26]=[C:25]([CH2:30][N:31]([CH2:33][CH3:34])[CH3:32])[CH:24]=3)[O:20][N:19]=2)[CH:15]=[C:14]([CH3:35])[C:13]=1[OH:36])C.C([O-])([O-])=O.[K+].[K+]. (2) The reactants are: [OH-:1].[Na+].[N+]([C:6]1C=CC=C[C:7]=1[C:8]([O-:10])=O)([O-])=O.[CH:15]1[C:27]2[CH:26]([CH2:28][O:29][C:30]([NH:32][C@@H:33]([CH2:41][SH:42])[C:34]([O:36][C:37]([CH3:40])([CH3:39])[CH3:38])=[O:35])=[O:31])[C:25]3[C:20](=[CH:21][CH:22]=[CH:23][CH:24]=3)[C:19]=2[CH:18]=[CH:17][CH:16]=1. Given the product [CH:24]1[C:25]2[CH:26]([CH2:28][O:29][C:30]([NH:32][C@@H:33]([CH2:41][S:42][CH2:6][C@H:7]([OH:1])[CH2:8][OH:10])[C:34]([O:36][C:37]([CH3:38])([CH3:39])[CH3:40])=[O:35])=[O:31])[C:27]3[C:19](=[CH:18][CH:17]=[CH:16][CH:15]=3)[C:20]=2[CH:21]=[CH:22][CH:23]=1, predict the reactants needed to synthesize it. (3) Given the product [F:1][C:2]1[CH:7]=[CH:6][C:5]([N:8]2[C:11](=[O:12])[C@H:10]([S:13][CH2:14][CH:15]([OH:27])[C:16]3[CH:21]=[CH:20][C:19]([CH2:22][CH2:23][CH2:24][CH2:25][CH3:26])=[CH:18][CH:17]=3)[C@H:9]2[C:28]2[CH:29]=[CH:30][C:31]([O:32][CH2:33][C:34]([NH:68][CH2:69][C:70]([NH:72][C@@H:73]([C:81]([OH:83])=[O:82])[CH2:74][CH:75]3[CH2:80][CH2:79][CH2:78][CH2:77][CH2:76]3)=[O:71])=[O:35])=[CH:37][CH:38]=2)=[CH:4][CH:3]=1, predict the reactants needed to synthesize it. The reactants are: [F:1][C:2]1[CH:7]=[CH:6][C:5]([N:8]2[C:11](=[O:12])[C@H:10]([S:13][CH2:14][C:15](=[O:27])[C:16]3[CH:21]=[CH:20][C:19]([CH2:22][CH2:23][CH2:24][CH2:25][CH3:26])=[CH:18][CH:17]=3)[C@H:9]2[C:28]2[CH:38]=[CH:37][C:31]([O:32][CH2:33][C:34](O)=[O:35])=[CH:30][CH:29]=2)=[CH:4][CH:3]=1.CN1CCOCC1.CN(C(ON1N=NC2C=CC=CC1=2)=[N+](C)C)C.[B-](F)(F)(F)F.[NH2:68][CH2:69][C:70]([NH:72][C@@H:73]([C:81]([OH:83])=[O:82])[CH2:74][CH:75]1[CH2:80][CH2:79][CH2:78][CH2:77][CH2:76]1)=[O:71].[BH4-].[Na+]. (4) Given the product [N:19]1[N:18]=[C:17]([C:14]2[CH:13]=[CH:12][C:11]3[C:16](=[C:7]([N:31]4[CH2:32][CH2:33][CH2:34][CH:29]([CH3:28])[CH2:30]4)[CH:8]=[CH:9][CH:10]=3)[N:15]=2)[N:21]2[CH:22]=[CH:23][CH:24]=[CH:25][C:20]=12.[O-:6][S:3]([C:2]([F:27])([F:26])[F:1])(=[O:5])=[O:4], predict the reactants needed to synthesize it. The reactants are: [F:1][C:2]([F:27])([F:26])[S:3]([O:6][C:7]1[CH:8]=[CH:9][CH:10]=[C:11]2[C:16]=1[N:15]=[C:14]([C:17]1[N:21]3[CH:22]=[CH:23][CH:24]=[CH:25][C:20]3=[N:19][N:18]=1)[CH:13]=[CH:12]2)(=[O:5])=[O:4].[CH3:28][CH:29]1[CH2:34][CH2:33][CH2:32][NH:31][CH2:30]1.C(=O)([O-])[O-].[Cs+].[Cs+].C1(P(C2C=CC=CC=2)C2C=CC3C(=CC=CC=3)C=2C2C3C(=CC=CC=3)C=CC=2P(C2C=CC=CC=2)C2C=CC=CC=2)C=CC=CC=1. (5) Given the product [Br:24][C:25]1[CH:26]=[CH:27][C:28]([N:20]2[CH2:19][CH2:18][C:14]3[N:15]=[CH:16][N:17]=[C:12]([NH:11][C@@H:9]([C:6]4[CH:7]=[N:8][C:3]([C:2]([F:1])([F:22])[F:23])=[CH:4][CH:5]=4)[CH3:10])[C:13]=3[CH2:21]2)=[C:29]([CH:32]=1)[C:30]#[N:31], predict the reactants needed to synthesize it. The reactants are: [F:1][C:2]([F:23])([F:22])[C:3]1[N:8]=[CH:7][C:6]([C@H:9]([NH:11][C:12]2[C:13]3[CH2:21][NH:20][CH2:19][CH2:18][C:14]=3[N:15]=[CH:16][N:17]=2)[CH3:10])=[CH:5][CH:4]=1.[Br:24][C:25]1[CH:26]=[CH:27][C:28](F)=[C:29]([CH:32]=1)[C:30]#[N:31].C(N(CC)C(C)C)(C)C. (6) The reactants are: [Cl:1][C:2]1[CH:7]=[CH:6][C:5]([C:8]2[NH:9][C:10]3[C:15]([C:16]=2[CH2:17][C:18](O)=[O:19])=[CH:14][CH:13]=[CH:12][CH:11]=3)=[CH:4][C:3]=1[S:21](=[O:30])(=[O:29])[NH:22][CH:23]1[CH2:28][CH2:27][CH2:26][CH2:25][CH2:24]1.CN(C(ON1N=NC2C=CC=CC1=2)=[N+](C)C)C.F[P-](F)(F)(F)(F)F.CCN(C(C)C)C(C)C.[CH3:64][O:65][C:66](=[O:72])[C@@H:67]([NH2:71])[CH:68]([CH3:70])[CH3:69]. Given the product [CH3:64][O:65][C:66](=[O:72])[C@@H:67]([NH:71][C:18](=[O:19])[CH2:17][C:16]1[C:15]2[C:10](=[CH:11][CH:12]=[CH:13][CH:14]=2)[NH:9][C:8]=1[C:5]1[CH:6]=[CH:7][C:2]([Cl:1])=[C:3]([S:21](=[O:29])(=[O:30])[NH:22][CH:23]2[CH2:28][CH2:27][CH2:26][CH2:25][CH2:24]2)[CH:4]=1)[CH:68]([CH3:70])[CH3:69], predict the reactants needed to synthesize it. (7) The reactants are: C[O:2][CH:3](OC)[C:4]1[C:9]([F:10])=[CH:8][C:7]([O:11][CH3:12])=[C:6]([N+:13]([O-:15])=[O:14])[C:5]=1[NH:16][C:17]1[CH:22]=[CH:21][C:20]([I:23])=[CH:19][C:18]=1[F:24]. Given the product [F:10][C:9]1[C:4]([CH:3]=[O:2])=[C:5]([NH:16][C:17]2[CH:22]=[CH:21][C:20]([I:23])=[CH:19][C:18]=2[F:24])[C:6]([N+:13]([O-:15])=[O:14])=[C:7]([O:11][CH3:12])[CH:8]=1, predict the reactants needed to synthesize it.